This data is from Reaction yield outcomes from USPTO patents with 853,638 reactions. The task is: Predict the reaction yield, written as a fraction of the theoretical maximum amount of product (1.0 means a 100% yield; for example, 0.34 means a 34% yield). (1) The reactants are [N+:1]([C:4]1[O:8][C:7]([C:9](Cl)=[O:10])=[CH:6][CH:5]=1)([O-:3])=[O:2].[CH3:12][O:13][C:14]1[CH:19]=[CH:18][C:17]([N:20]2[CH2:25][CH2:24][NH:23][CH2:22][CH2:21]2)=[CH:16][CH:15]=1. The catalyst is C(Cl)Cl.CCN(CC)CC. The product is [CH3:12][O:13][C:14]1[CH:15]=[CH:16][C:17]([N:20]2[CH2:25][CH2:24][N:23]([C:9]([C:7]3[O:8][C:4]([N+:1]([O-:3])=[O:2])=[CH:5][CH:6]=3)=[O:10])[CH2:22][CH2:21]2)=[CH:18][CH:19]=1. The yield is 0.860. (2) The reactants are [C:1]([O:5][C:6]([NH:8][C:9]1[CH:14]=[CH:13][CH:12]=[C:11]([O:15][CH3:16])[C:10]=1[N+:17]([O-])=O)=[O:7])([CH3:4])([CH3:3])[CH3:2]. The catalyst is CO.[Ni].O.[H][H]. The product is [C:1]([O:5][C:6]([NH:8][C:9]1[CH:14]=[CH:13][CH:12]=[C:11]([O:15][CH3:16])[C:10]=1[NH2:17])=[O:7])([CH3:4])([CH3:3])[CH3:2]. The yield is 0.550. (3) The reactants are [F:1][C:2]1[CH:18]=[CH:17][C:5]([CH2:6][N:7]2[CH:12]=[CH:11][CH:10]=[C:9]([C:13]([OH:15])=O)[C:8]2=[O:16])=[CH:4][CH:3]=1.[ClH:19].Cl.[F:21][C:22]1[CH:23]=[C:24]([NH:49]C(NC(=O)CC2C=CC(F)=CC=2)=S)[CH:25]=[CH:26][C:27]=1[O:28][C:29]1[C:34]2=[C:35]([CH3:48])C(OCCN3CCN(C)CC3)=CN2N=CN=1.C[N:64]([C:66](ON1N=NC2C=CC=CC1=2)=[N+:67]([CH3:69])C)C.[B-](F)(F)(F)F.[CH3:85]CN(C(C)C)C(C)C. The catalyst is CN(C=O)C. The product is [ClH:19].[NH:64]1[C:66]2=[N:67][CH:69]=[CH:85][C:29]([O:28][C:27]3[CH:26]=[CH:25][C:24]([NH:49][C:13]([C:9]4[C:8](=[O:16])[N:7]([CH2:6][C:5]5[CH:4]=[CH:3][C:2]([F:1])=[CH:18][CH:17]=5)[CH:12]=[CH:11][CH:10]=4)=[O:15])=[CH:23][C:22]=3[F:21])=[C:34]2[CH:35]=[CH:48]1. The yield is 0.590.